This data is from Reaction yield outcomes from USPTO patents with 853,638 reactions. The task is: Predict the reaction yield, written as a fraction of the theoretical maximum amount of product (1.0 means a 100% yield; for example, 0.34 means a 34% yield). The reactants are [Cl:1][C:2]1[N:10]=[CH:9][CH:8]=[CH:7][C:3]=1[C:4](Cl)=[O:5].Cl.[CH3:12][NH:13][O:14][CH3:15]. The catalyst is O1CCCC1.C(=O)(O)[O-]. The product is [Cl:1][C:2]1[N:10]=[CH:9][CH:8]=[CH:7][C:3]=1[C:4]([N:13]([O:14][CH3:15])[CH3:12])=[O:5]. The yield is 0.830.